From a dataset of HIV replication inhibition screening data with 41,000+ compounds from the AIDS Antiviral Screen. Binary Classification. Given a drug SMILES string, predict its activity (active/inactive) in a high-throughput screening assay against a specified biological target. (1) The compound is O=S(=O)(c1ccc(Cl)cc1)c1ccccc1C1=NCCN1. The result is 0 (inactive). (2) The molecule is N=C(NC(O)C(Cl)(Cl)Cl)SCNC(=O)NCSC(=N)NC(O)C(Cl)(Cl)Cl. The result is 0 (inactive). (3) The molecule is N#CC(=CN1CC(=O)NC1=S)C(=O)c1ccc2ccccc2c1. The result is 0 (inactive). (4) The compound is CCOC(=O)C(=Cc1ccc(C)o1)P(=O)(OCC)OCC. The result is 0 (inactive). (5) The compound is O=C(O)C1Cc2c([nH]c3ccccc23)C(C2CCNC2=S)N1. The result is 0 (inactive). (6) The result is 0 (inactive). The molecule is CCCCC1OCCOC1C1COCCO1.